Dataset: Blood-brain barrier permeability classification from the B3DB database. Task: Regression/Classification. Given a drug SMILES string, predict its absorption, distribution, metabolism, or excretion properties. Task type varies by dataset: regression for continuous measurements (e.g., permeability, clearance, half-life) or binary classification for categorical outcomes (e.g., BBB penetration, CYP inhibition). Dataset: b3db_classification. The molecule is COC1CC(OC2C(C)C(=O)OC(C)C(C)C(O)C(C)C(=O)C3(CO3)CC(C)C(OC3OC(C)CC(N(C)C)C3O)C2C)OC(C)C1O. The result is 0 (does not penetrate BBB).